This data is from Reaction yield outcomes from USPTO patents with 853,638 reactions. The task is: Predict the reaction yield, written as a fraction of the theoretical maximum amount of product (1.0 means a 100% yield; for example, 0.34 means a 34% yield). The reactants are [N:1]1[C:10]2[C:5](=[CH:6][CH:7]=[CH:8][CH:9]=2)[C:4]([CH:11]=O)=[CH:3][CH:2]=1.[S:13]1[CH:17]=[CH:16][C:15]([CH2:18][C:19]#[N:20])=[CH:14]1. No catalyst specified. The product is [N:1]1[C:10]2[C:5](=[CH:6][CH:7]=[CH:8][CH:9]=2)[C:4](/[CH:11]=[C:18](/[C:15]2[CH:16]=[CH:17][S:13][CH:14]=2)\[C:19]#[N:20])=[CH:3][CH:2]=1. The yield is 0.310.